From a dataset of Forward reaction prediction with 1.9M reactions from USPTO patents (1976-2016). Predict the product of the given reaction. (1) The product is: [CH2:58]([N:42]([CH2:40][CH3:41])[CH2:43][CH2:44][NH:45][C:46]([C:48]1[CH:56]=[N:51][C:16]2[C:11](=[CH:12][CH:13]=[C:14]([I:19])[CH:15]=2)[N:49]=1)=[O:47])[CH3:59]. Given the reactants C(N(CC)CCNC(C1C=C[C:16]2[C:11](=[CH:12][CH:13]=[C:14]([I:19])[CH:15]=2)C=1)=O)C.IC1C=C2C(=CC=1)N=C(C(OCC)=O)C=N2.[K+].[Br-].[CH2:40]([N:42]([CH2:58][CH3:59])[CH2:43][CH2:44][NH:45][C:46]([C:48]1[N:49]=C2C=CC=C[N:51]2[C:56]=1I)=[O:47])[CH3:41], predict the reaction product. (2) The product is: [Br:1][C:2]1[CH:3]=[C:4]2[C:9](=[C:10]([O:12][CH3:13])[CH:11]=1)[N:8]=[C:7]([C:14]1[CH:15]=[N:16][CH:17]=[CH:18][CH:19]=1)[N:6]=[C:5]2[NH:22][CH3:21]. Given the reactants [Br:1][C:2]1[CH:3]=[C:4]2[C:9](=[C:10]([O:12][CH3:13])[CH:11]=1)[N:8]=[C:7]([C:14]1[CH:15]=[N:16][CH:17]=[CH:18][CH:19]=1)[N:6]=[C:5]2Cl.[CH3:21][NH2:22], predict the reaction product. (3) Given the reactants [CH2:1]([O:3][C:4]([C:6]1[C:17]([NH2:18])=[N:16][C:9]2[N:10]=[C:11](SC)[N:12]=[CH:13][C:8]=2[CH:7]=1)=[O:5])[CH3:2].S(Cl)([Cl:22])(=O)=O.CCOCC, predict the reaction product. The product is: [CH2:1]([O:3][C:4]([C:6]1[C:17]([NH2:18])=[N:16][C:9]2[N:10]=[C:11]([Cl:22])[N:12]=[CH:13][C:8]=2[CH:7]=1)=[O:5])[CH3:2]. (4) Given the reactants [Br:1][C:2]1[CH:3]=[C:4]([CH:12]=[C:13]([C:15](=[O:20])[C:16]([F:19])([F:18])[F:17])[CH:14]=1)[C:5]([O:7][C:8]([CH3:11])([CH3:10])[CH3:9])=[O:6].[F:21][C:22]([Si](C)(C)C)([F:24])[F:23].CCCC[N+](CCCC)(CCCC)CCCC.[F-], predict the reaction product. The product is: [Br:1][C:2]1[CH:3]=[C:4]([CH:12]=[C:13]([C:15]([OH:20])([C:22]([F:24])([F:23])[F:21])[C:16]([F:18])([F:19])[F:17])[CH:14]=1)[C:5]([O:7][C:8]([CH3:11])([CH3:9])[CH3:10])=[O:6]. (5) Given the reactants [NH2:1][C:2]1[CH:7]=[CH:6][C:5]([C:8]2[C:16]3[C:11](=[CH:12][N:13]=[CH:14][CH:15]=3)[NH:10][C:9]=2[C:17]([NH2:19])=[O:18])=[CH:4][CH:3]=1.[CH3:20][O:21][C:22]1[CH:23]=[C:24]([N:30]=[C:31]=[O:32])[CH:25]=[C:26]([O:28][CH3:29])[CH:27]=1, predict the reaction product. The product is: [CH3:29][O:28][C:26]1[CH:25]=[C:24]([NH:30][C:31](=[O:32])[NH:1][C:2]2[CH:3]=[CH:4][C:5]([C:8]3[C:16]4[C:11](=[CH:12][N:13]=[CH:14][CH:15]=4)[NH:10][C:9]=3[C:17]([NH2:19])=[O:18])=[CH:6][CH:7]=2)[CH:23]=[C:22]([O:21][CH3:20])[CH:27]=1. (6) Given the reactants [C:1]([C:5]1[CH:9]=[C:8]([NH:10][C:11]([NH:13][C:14]2[C:23]3[C:18](=[CH:19][CH:20]=[CH:21][CH:22]=3)[C:17]([O:24][C:25]3[CH:30]=[CH:29][N:28]=[C:27](Cl)[N:26]=3)=[CH:16][CH:15]=2)=[O:12])[N:7]([C:32]2[CH:37]=[CH:36][C:35]([CH3:38])=[CH:34][CH:33]=2)[N:6]=1)([CH3:4])([CH3:3])[CH3:2].[Cl:39][C:40]1[CH:41]=[C:42]([CH:44]=[C:45]([O:47][CH2:48][CH2:49][O:50][CH2:51][CH2:52][O:53][CH2:54][CH2:55][O:56][CH3:57])[CH:46]=1)[NH2:43], predict the reaction product. The product is: [C:1]([C:5]1[CH:9]=[C:8]([NH:10][C:11]([NH:13][C:14]2[C:23]3[C:18](=[CH:19][CH:20]=[CH:21][CH:22]=3)[C:17]([O:24][C:25]3[CH:30]=[CH:29][N:28]=[C:27]([NH:43][C:42]4[CH:44]=[C:45]([O:47][CH2:48][CH2:49][O:50][CH2:51][CH2:52][O:53][CH2:54][CH2:55][O:56][CH3:57])[CH:46]=[C:40]([Cl:39])[CH:41]=4)[N:26]=3)=[CH:16][CH:15]=2)=[O:12])[N:7]([C:32]2[CH:33]=[CH:34][C:35]([CH3:38])=[CH:36][CH:37]=2)[N:6]=1)([CH3:2])([CH3:3])[CH3:4]. (7) Given the reactants I[C:2]1[C:3]2[N:4]([C:9]([CH2:12][CH:13]3[CH2:15][CH2:14]3)=[N:10][N:11]=2)[CH:5]=[CH:6][C:7]=1[Cl:8].[CH:16]1([B-](F)(F)F)[CH2:18][CH2:17]1.[K+].C12(P(C34CC5CC(CC(C5)C3)C4)CCCC)CC3CC(CC(C3)C1)C2.C([O-])([O-])=O.[Cs+].[Cs+], predict the reaction product. The product is: [CH:16]1([C:2]2[C:3]3[N:4]([C:9]([CH2:12][CH:13]4[CH2:15][CH2:14]4)=[N:10][N:11]=3)[CH:5]=[CH:6][C:7]=2[Cl:8])[CH2:18][CH2:17]1. (8) The product is: [ClH:8].[ClH:35].[Cl:35][C:31]1[CH:33]=[CH:15][C:13]([CH2:14][C:36]2([NH2:16])[CH2:40][CH2:6][NH:3][CH2:38][CH2:37]2)=[CH:12][CH:34]=1. Given the reactants C([N:3]([CH2:6]C)CC)C.[Cl:8]C(O[CH2:12][CH:13]([CH3:15])[CH3:14])=O.[N-:16]=[N+]=[N-].[Na+].C(OC(O[C:31]([CH3:34])([CH3:33])C)=O)(OC(C)(C)C)=O.[ClH:35].[CH2:36]1[CH2:40]O[CH2:38][CH2:37]1, predict the reaction product. (9) The product is: [BrH:12].[Br:12][CH2:10][C:6]1[CH:5]=[C:4]2[C:9](=[CH:8][CH:7]=1)[NH:1][N:2]=[CH:3]2. Given the reactants [NH:1]1[C:9]2[C:4](=[CH:5][C:6]([CH2:10]O)=[CH:7][CH:8]=2)[CH:3]=[N:2]1.[BrH:12], predict the reaction product.